From a dataset of Catalyst prediction with 721,799 reactions and 888 catalyst types from USPTO. Predict which catalyst facilitates the given reaction. (1) Reactant: [C:1]([C:3]1[C:4]([CH2:19][C:20]2[CH:29]=[CH:28][C:27]3[C:22](=[CH:23][CH:24]=[CH:25][CH:26]=3)[CH:21]=2)=[C:5]([C:14]([O:16][CH2:17][CH3:18])=[O:15])[S:6][C:7]=1[N:8]1[CH2:13][CH2:12][O:11][CH2:10][CH2:9]1)#[N:2].[CH3:30]I. Product: [C:1]([C:3]1[C:4]([CH:19]([C:20]2[CH:29]=[CH:28][C:27]3[C:22](=[CH:23][CH:24]=[CH:25][CH:26]=3)[CH:21]=2)[CH3:30])=[C:5]([C:14]([O:16][CH2:17][CH3:18])=[O:15])[S:6][C:7]=1[N:8]1[CH2:13][CH2:12][O:11][CH2:10][CH2:9]1)#[N:2]. The catalyst class is: 9. (2) Reactant: [CH2:1]([C@@H:8]1[CH2:12][O:11][C:10](=[O:13])[N:9]1[C:14](=[O:19])[CH2:15][CH2:16][CH:17]=[CH2:18])[C:2]1[CH:7]=[CH:6][CH:5]=[CH:4][CH:3]=1.[Li+].C[Si]([N-][Si](C)(C)C)(C)C.[CH3:30][C:31]1[CH:32]=[C:33]([CH:36]=[C:37]([CH3:40])[C:38]=1[F:39])[CH2:34]Br. Product: [CH2:1]([C@@H:8]1[CH2:12][O:11][C:10](=[O:13])[N:9]1[C:14](=[O:19])[C@H:15]([CH2:34][C:33]1[CH:36]=[C:37]([CH3:40])[C:38]([F:39])=[C:31]([CH3:30])[CH:32]=1)[CH2:16][CH:17]=[CH2:18])[C:2]1[CH:3]=[CH:4][CH:5]=[CH:6][CH:7]=1. The catalyst class is: 1. (3) Reactant: Cl.[O:2]1[CH2:6][CH2:5][CH:4]([CH2:7][NH2:8])[CH2:3]1.C(N(CC)CC)C.[O:16]1[C:20]2[CH:21]=[CH:22][CH:23]=[CH:24][C:19]=2[O:18][CH:17]1[CH2:25][O:26][CH2:27][C:28]1[O:32][N:31]=[C:30]([C:33](O)=[O:34])[CH:29]=1.ON1C2C=CC=CC=2N=N1.Cl.C(N=C=NCCCN(C)C)C.Cl. Product: [O:2]1[CH2:6][CH2:5][CH:4]([CH2:7][NH:8][C:33]([C:30]2[CH:29]=[C:28]([CH2:27][O:26][CH2:25][CH:17]3[O:18][C:19]4[CH:24]=[CH:23][CH:22]=[CH:21][C:20]=4[O:16]3)[O:32][N:31]=2)=[O:34])[CH2:3]1. The catalyst class is: 22. (4) Reactant: Cl[C:2]1[N:7]=[C:6]([NH2:8])[C:5]([N+:9]([O-:11])=[O:10])=[CH:4][CH:3]=1.[NH:12]1[CH2:17][CH2:16][O:15][CH2:14][CH2:13]1. Product: [N:12]1([C:2]2[N:7]=[C:6]([NH2:8])[C:5]([N+:9]([O-:11])=[O:10])=[CH:4][CH:3]=2)[CH2:17][CH2:16][O:15][CH2:14][CH2:13]1. The catalyst class is: 10.